From a dataset of Full USPTO retrosynthesis dataset with 1.9M reactions from patents (1976-2016). Predict the reactants needed to synthesize the given product. (1) Given the product [C:12]1([C:2]2[CH:10]=[C:9]3[C:5]([CH2:6][C:7](=[O:11])[NH:8]3)=[CH:4][CH:3]=2)[CH:17]=[CH:16][CH:15]=[CH:14][CH:13]=1, predict the reactants needed to synthesize it. The reactants are: Br[C:2]1[CH:10]=[C:9]2[C:5]([CH2:6][C:7](=[O:11])[NH:8]2)=[CH:4][CH:3]=1.[C:12]1(OB(O)O)[CH:17]=[CH:16][CH:15]=[CH:14][CH:13]=1.C(=O)([O-])[O-].[Na+].[Na+]. (2) Given the product [OH:25][CH2:24][C:19]1[CH:20]=[CH:21][C:22]([CH3:23])=[C:17]([C:13]2[C:12]([CH3:28])=[CH:11][C:10]([O:9][CH2:8][C:2]3([OH:1])[CH2:3][CH2:4][S:5][CH2:6][CH2:7]3)=[CH:15][C:14]=2[CH3:16])[CH:18]=1, predict the reactants needed to synthesize it. The reactants are: [OH:1][C:2]1([CH2:8][O:9][C:10]2[CH:15]=[C:14]([CH3:16])[C:13]([C:17]3[C:22]([CH3:23])=[CH:21][CH:20]=[C:19]([C:24](OC)=[O:25])[CH:18]=3)=[C:12]([CH3:28])[CH:11]=2)[CH2:7][CH2:6][S:5][CH2:4][CH2:3]1.[H-].[Al+3].[Li+].[H-].[H-].[H-].O.O.O.O.O.O.O.O.O.O.S([O-])([O-])(=O)=O.[Na+].[Na+]. (3) Given the product [NH2:16][C@H:17]([C:23]1[CH:28]=[CH:27][C:26]([O:29][CH3:30])=[C:25]([O:31][CH3:32])[CH:24]=1)[CH2:18][C:19]([O:21][CH3:22])=[O:20], predict the reactants needed to synthesize it. The reactants are: C(N[C@@H](C(O)=O)CC1C=CC=CC=1)(=O)C.[NH2:16][C@H:17]([C:23]1[CH:28]=[CH:27][C:26]([O:29][CH3:30])=[C:25]([O:31][CH3:32])[CH:24]=1)[CH2:18][C:19]([O:21][CH3:22])=[O:20].C(Cl)Cl.[OH-].[Na+]. (4) Given the product [Cl:1][C:2]1[CH:13]=[C:12]([CH:11]=[CH:10][C:3]=1[O:4][CH2:5][C:6]1[N:7]=[CH:33][O:9][N:8]=1)[NH:14][C:15]1[C:24]2[C:19](=[CH:20][CH:21]=[CH:22][C:23]=2[O:25][CH:26]2[CH2:27][CH2:28][N:29]([CH3:32])[CH2:30][CH2:31]2)[N:18]=[CH:17][N:16]=1, predict the reactants needed to synthesize it. The reactants are: [Cl:1][C:2]1[CH:13]=[C:12]([NH:14][C:15]2[C:24]3[C:19](=[CH:20][CH:21]=[CH:22][C:23]=3[O:25][CH:26]3[CH2:31][CH2:30][N:29]([CH3:32])[CH2:28][CH2:27]3)[N:18]=[CH:17][N:16]=2)[CH:11]=[CH:10][C:3]=1[O:4][CH2:5][C:6]([NH:8][OH:9])=[NH:7].[CH:33](OC)(OC)OC. (5) Given the product [CH:14]1([C:4]([C:5]2[CH:10]=[CH:9][N:8]=[C:7]([CH3:11])[CH:6]=2)=[O:12])[CH2:16][CH2:15]1, predict the reactants needed to synthesize it. The reactants are: CON(C)[C:4](=[O:12])[C:5]1[CH:10]=[CH:9][N:8]=[C:7]([CH3:11])[CH:6]=1.[CH:14]1([Mg]Br)[CH2:16][CH2:15]1.[NH4+].[Cl-]. (6) Given the product [CH3:19][C:14]1([CH3:20])[C:15]([CH3:18])([CH3:17])[O:16][B:12]([C:2]2[CH:3]=[N:4][CH:5]=[C:6]([C:8]([F:11])([F:10])[F:9])[CH:7]=2)[O:13]1, predict the reactants needed to synthesize it. The reactants are: Br[C:2]1[CH:3]=[N:4][CH:5]=[C:6]([C:8]([F:11])([F:10])[F:9])[CH:7]=1.[B:12]1([B:12]2[O:16][C:15]([CH3:18])([CH3:17])[C:14]([CH3:20])([CH3:19])[O:13]2)[O:16][C:15]([CH3:18])([CH3:17])[C:14]([CH3:20])([CH3:19])[O:13]1.CC(C1C=C(C(C)C)C(C2C=CC=CC=2P(C2CCCCC2)C2CCCCC2)=C(C(C)C)C=1)C.C(=O)([O-])[O-].[K+].[K+]. (7) Given the product [N:37]1([CH2:43][CH2:44][O:1][C:2]2[CH:7]=[N:6][C:5]([C:8]3[CH:9]=[C:10]([CH:15]=[CH:16][CH:17]=3)[C:11]([O:13][CH3:14])=[O:12])=[N:4][CH:3]=2)[CH2:42][CH2:41][O:40][CH2:39][CH2:38]1, predict the reactants needed to synthesize it. The reactants are: [OH:1][C:2]1[CH:3]=[N:4][C:5]([C:8]2[CH:9]=[C:10]([CH:15]=[CH:16][CH:17]=2)[C:11]([O:13][CH3:14])=[O:12])=[N:6][CH:7]=1.C1(P(C2C=CC=CC=2)C2C=CC=CC=2)C=CC=CC=1.[N:37]1([CH2:43][CH2:44]O)[CH2:42][CH2:41][O:40][CH2:39][CH2:38]1.N(C(OC(C)C)=O)=NC(OC(C)C)=O. (8) Given the product [CH3:13][O:14][C:15](=[O:25])[C:16]1[CH:21]=[C:20]([NH:22][C:8](=[O:9])[C@:7]([OH:12])([CH3:11])[CH2:6][Br:5])[CH:19]=[CH:18][C:17]=1[C:23]#[N:24], predict the reactants needed to synthesize it. The reactants are: S(Cl)(Cl)=O.[Br:5][CH2:6][C@@:7]([OH:12])([CH3:11])[C:8](O)=[O:9].[CH3:13][O:14][C:15](=[O:25])[C:16]1[CH:21]=[C:20]([NH2:22])[CH:19]=[CH:18][C:17]=1[C:23]#[N:24].O. (9) Given the product [Br:1][C:2]1[CH:3]=[C:4]([CH:5]=[C:6]([CH3:8])[CH:7]=1)[CH2:9][C:11]#[N:12], predict the reactants needed to synthesize it. The reactants are: [Br:1][C:2]1[CH:7]=[C:6]([CH3:8])[CH:5]=[C:4]([CH2:9]Br)[CH:3]=1.[C-:11]#[N:12].[K+].O.